Dataset: Peptide-MHC class I binding affinity with 185,985 pairs from IEDB/IMGT. Task: Regression. Given a peptide amino acid sequence and an MHC pseudo amino acid sequence, predict their binding affinity value. This is MHC class I binding data. (1) The peptide sequence is YMLKDSAPT. The MHC is HLA-A02:01 with pseudo-sequence HLA-A02:01. The binding affinity (normalized) is 0.620. (2) The peptide sequence is AVDLYHFLK. The MHC is HLA-A33:01 with pseudo-sequence HLA-A33:01. The binding affinity (normalized) is 0.0663. (3) The peptide sequence is CSEYVKDIY. The MHC is HLA-B27:05 with pseudo-sequence HLA-B27:05. The binding affinity (normalized) is 0.0847. (4) The peptide sequence is GPGHKARVL. The MHC is HLA-B58:01 with pseudo-sequence HLA-B58:01. The binding affinity (normalized) is 0. (5) The peptide sequence is FAAAAARTL. The MHC is HLA-A11:01 with pseudo-sequence HLA-A11:01. The binding affinity (normalized) is 0.0847. (6) The peptide sequence is IEELRRHLL. The MHC is HLA-A02:01 with pseudo-sequence HLA-A02:01. The binding affinity (normalized) is 0.0281. (7) The peptide sequence is ASSLLKNDIP. The MHC is HLA-B57:01 with pseudo-sequence HLA-B57:01. The binding affinity (normalized) is 0.163. (8) The peptide sequence is SLVITYCLV. The MHC is HLA-A68:01 with pseudo-sequence HLA-A68:01. The binding affinity (normalized) is 0.193. (9) The peptide sequence is FMFDSDEAM. The MHC is HLA-C03:03 with pseudo-sequence HLA-C03:03. The binding affinity (normalized) is 0.851.